Dataset: Full USPTO retrosynthesis dataset with 1.9M reactions from patents (1976-2016). Task: Predict the reactants needed to synthesize the given product. (1) Given the product [Br-:1].[CH3:28][C:23]1[CH:22]=[N+:21]([CH2:2][CH2:3][CH2:4][CH2:5][CH2:6][CH2:7][CH2:8][CH2:9][CH2:10][CH2:11][CH2:12][CH2:13][CH2:14][C:15]2[CH:16]=[N:17][CH:18]=[CH:19][CH:20]=2)[CH:26]=[C:25]([CH3:27])[CH:24]=1, predict the reactants needed to synthesize it. The reactants are: [Br:1][CH2:2][CH2:3][CH2:4][CH2:5][CH2:6][CH2:7][CH2:8][CH2:9][CH2:10][CH2:11][CH2:12][CH2:13][CH2:14][C:15]1[CH:16]=[N:17][CH:18]=[CH:19][CH:20]=1.[N:21]1[CH:26]=[C:25]([CH3:27])[CH:24]=[C:23]([CH3:28])[CH:22]=1. (2) Given the product [C:28]([C:27]1[CH:30]=[CH:31][C:24]([NH:23][C:2]2[N:3]=[C:4]([O:12][C:13]3[C:20]([CH3:21])=[CH:19][C:16]([C:17]#[N:18])=[CH:15][C:14]=3[CH3:22])[C:5]3[N:10]([CH3:11])[CH:9]=[CH:8][C:6]=3[N:7]=2)=[CH:25][CH:26]=1)#[N:29], predict the reactants needed to synthesize it. The reactants are: Cl[C:2]1[N:3]=[C:4]([O:12][C:13]2[C:20]([CH3:21])=[CH:19][C:16]([C:17]#[N:18])=[CH:15][C:14]=2[CH3:22])[C:5]2[N:10]([CH3:11])[CH:9]=[CH:8][C:6]=2[N:7]=1.[NH2:23][C:24]1[CH:31]=[CH:30][C:27]([C:28]#[N:29])=[CH:26][CH:25]=1.C(O)(C(F)(F)F)=O. (3) Given the product [Cl:1][C:2]1[CH:3]=[C:4]([C:8](=[O:21])[C:9]([N:10]2[C:18](=[O:19])[C:17]3[C:12](=[CH:13][CH:14]=[CH:15][CH:16]=3)[C:11]2=[O:20])=[CH:24][N:25]([CH3:27])[CH3:26])[CH:5]=[CH:6][CH:7]=1, predict the reactants needed to synthesize it. The reactants are: [Cl:1][C:2]1[CH:3]=[C:4]([C:8](=[O:21])[CH2:9][N:10]2[C:18](=[O:19])[C:17]3[C:12](=[CH:13][CH:14]=[CH:15][CH:16]=3)[C:11]2=[O:20])[CH:5]=[CH:6][CH:7]=1.CO[CH:24](OC)[N:25]([CH3:27])[CH3:26]. (4) Given the product [C:32]([C:19]1[C:13]2[C:14](=[N:15][CH:16]=[C:11]([NH:10][C:8](=[O:9])[C:7]3[C:20]([F:31])=[CH:21][CH:22]=[C:23]([NH:24][S:25]([CH2:28][CH2:29][CH3:30])(=[O:27])=[O:26])[C:6]=3[F:5])[CH:12]=2)[NH:17][CH:18]=1)(=[O:34])[CH3:33], predict the reactants needed to synthesize it. The reactants are: [Cl-].[Cl-].[Cl-].[Al+3].[F:5][C:6]1[C:23]([NH:24][S:25]([CH2:28][CH2:29][CH3:30])(=[O:27])=[O:26])=[CH:22][CH:21]=[C:20]([F:31])[C:7]=1[C:8]([NH:10][C:11]1[CH:12]=[C:13]2[CH:19]=[CH:18][NH:17][C:14]2=[N:15][CH:16]=1)=[O:9].[C:32](Cl)(=[O:34])[CH3:33].C[N+]([O-])=O. (5) Given the product [Cl:1][C:2]1[C:10]2[C:5](=[CH:6][CH:7]=[CH:8][CH:9]=2)[NH:4][C:3]=1[C:11]1[O:12][CH:24]=[N:23][CH:22]=1, predict the reactants needed to synthesize it. The reactants are: [Cl:1][C:2]1[C:10]2[C:5](=[CH:6][CH:7]=[CH:8][CH:9]=2)[NH:4][C:3]=1[CH:11]=[O:12].C1(C)C(S([CH2:22][N+:23]#[C-:24])(=O)=O)=CC=CC=1.C(=O)([O-])[O-].[K+].[K+]. (6) Given the product [C:15]([C:19]1[CH:20]=[CH:21][C:22]([C:25](=[O:27])[CH2:26][C:6](=[O:8])[C:5]([O:12][CH2:13][CH3:14])=[O:11])=[CH:23][CH:24]=1)([CH3:18])([CH3:16])[CH3:17], predict the reactants needed to synthesize it. The reactants are: [O-]CC.[Na+].[C:5]([O:12][CH2:13][CH3:14])(=[O:11])[C:6]([O:8]CC)=O.[C:15]([C:19]1[CH:24]=[CH:23][C:22]([C:25](=[O:27])[CH3:26])=[CH:21][CH:20]=1)([CH3:18])([CH3:17])[CH3:16].